From a dataset of Experimentally validated miRNA-target interactions with 360,000+ pairs, plus equal number of negative samples. Binary Classification. Given a miRNA mature sequence and a target amino acid sequence, predict their likelihood of interaction. (1) The miRNA is hsa-miR-4651 with sequence CGGGGUGGGUGAGGUCGGGC. The protein sequence of the target gene is MMLPSPVTSTPFSVKDILNLEQQRHFHGAHLQAELEQHFHSAPCMLATAEGTQFSDAGEEDEEEEGEKLSYLNSLAAAEGHGDSGLCPQSYVHTVLRDACSGPKEQEEEVVSERSQKSCQLKKSLEAAGDCKTSEDGERPKPRSRRKPRVLFSQAQVFELERRFKQQRYLSAPEREHLASSLKLTSTQVKIWFQNRRYKCKRQRQDKSLELGTHAPPPPPRRVAVPVLVRDGKPCVTPSAQTYGSPYGVGAGAYSYNSFPAYGYGNSAAAAAAAAAAAAAAAAYSGSYGCAYPTGGGGGG.... Result: 0 (no interaction). (2) The miRNA is hsa-miR-326 with sequence CCUCUGGGCCCUUCCUCCAG. The protein sequence of the target gene is MAAAMDVDTPSGTNSGAGKKRFEVKKWNAVALWAWDIVVDNCAICRNHIMDLCIECQANQASATSEECTVAWGVCNHAFHFHCISRWLKTRQVCPLDNREWEFQKYGH. Result: 0 (no interaction). (3) The miRNA is hsa-miR-490-3p with sequence CAACCUGGAGGACUCCAUGCUG. The protein sequence of the target gene is MAELLASAGSACSWDFPRAPPSFPPPAASRGGLGGTRSFRPHRGAESPRPGRDRDGVRVPMASSRCPAPRGCRCLPGASLAWLGTVLLLLADWVLLRTALPRIFSLLVPTALPLLRVWAVGLSRWAVLWLGACGVLRATVGSKSENAGAQGWLAALKPLAAALGLALPGLALFRELISWGAPGSADSTRLLHWGSHPTAFVVSYAAALPAAALWHKLGSLWVPGGQGGSGNPVRRLLGCLGSETRRLSLFLVLVVLSSLGEMAIPFFTGRLTDWILQDGSADTFTRNLTLMSILTIASAV.... Result: 0 (no interaction). (4) The miRNA is mmu-miR-691 with sequence AUUCCUGAAGAGAGGCAGAAAA. The protein sequence of the target gene is MGKPRQNPSTLVSTLCEAEPKGKLWVNGYAGTQGTRDATLQTRLIPLSFHLQRGKGLAAPLSALSAPRLPERPADGRVAVDAQPAARSMDSDSGEQSEGEPVTAAGPDVFSSKSLALQAQKKILSKIASKTVANMLIDDTSSEIFDELYKVTKEHTHNKKEAHKIMKDLIKVAIKIGILYRNNQFSQEELVIVEKFRKKLNQTAMTIVSFYEVEYTFDRNVLSNLLHECKDLVHELVQRHLTPRTHGRINHVFNHFADVEFLSTLYSLDGDCRPNLKRICEGINKLLDEKVL. Result: 0 (no interaction). (5) The miRNA is hsa-miR-7702 with sequence CUUAGACUGCCAGACUCCCUGA. The protein sequence of the target gene is MGLYAAAAGVLAGVESRQGSIKGLVYSSNFQNVKQLYALVCETQRYSAVLDAVIASAGLLRAEKKLRPHLAKVLVYELLLGKGFRGGGGRWKALLGRHQARLKAELARLKVHRGVSRNEDLLEVGSRPGPASQLPRFVRVNTLKTCSDDVVDYFKRQGFSYQGRASSLDDLRALKGKHFLLDPLMPELLVFPAQTDLHEHPLYRAGHLILQDRASCLPAMLLDPPPGSHVIDACAAPGNKTSHLAALLKNQGKIFAFDLDAKRLASMATLLARAGVSCCELAEEDFLAVSPSDPRYHEVH.... Result: 0 (no interaction). (6) The miRNA is dme-miR-92b-3p with sequence AAUUGCACUAGUCCCGGCCUGC. The protein sequence of the target gene is MFRFMRDVEPEDPMFLMDPFAIHRQHMSRMLSGGFGYSPFLSITDGNMPATRPASRRMQAGAVSPFGMLGMSGGFMDMFGMMNDMIGNMEHMAAGGNCQTFSSSTVISYSNTGDGAPKVYQETSEMRSAPGGIRETRRTVRDSDSGLEQMSIGHHIRDRAHILQRSRNHRTGDQEERQDYINLDESEAAAFDDEWRRETSRYRQQRPLEFRRHEASVGGGRRAEGPPRLAIQGPEDSPSRQSRRYDW. Result: 0 (no interaction).